This data is from Catalyst prediction with 721,799 reactions and 888 catalyst types from USPTO. The task is: Predict which catalyst facilitates the given reaction. (1) Reactant: [C:1]([O:5][C:6]([N:8]([C@@H:20]1[CH2:24][CH2:23][N:22]([CH:25]([C:32]2[CH:37]=[CH:36][CH:35]=[CH:34][CH:33]=2)[C:26]2[CH:31]=[CH:30][CH:29]=[CH:28][CH:27]=2)[CH2:21]1)[C:9]1[N:14]=[CH:13][C:12](/[CH:15]=[CH:16]/[C:17](O)=[O:18])=[CH:11][CH:10]=1)=[O:7])([CH3:4])([CH3:3])[CH3:2].[O:38]1[CH2:43][CH2:42][CH2:41][CH2:40][CH:39]1[O:44][NH2:45].C1C=CC2N(O)N=NC=2C=1.CCN=C=NCCCN(C)C.Cl. Product: [C:26]1([CH:25]([C:32]2[CH:37]=[CH:36][CH:35]=[CH:34][CH:33]=2)[N:22]2[CH2:23][CH2:24][C@@H:20]([N:8]([C:9]3[CH:10]=[CH:11][C:12](/[CH:15]=[CH:16]/[C:17](=[O:18])[NH:45][O:44][CH:39]4[CH2:40][CH2:41][CH2:42][CH2:43][O:38]4)=[CH:13][N:14]=3)[C:6](=[O:7])[O:5][C:1]([CH3:2])([CH3:3])[CH3:4])[CH2:21]2)[CH:27]=[CH:28][CH:29]=[CH:30][CH:31]=1. The catalyst class is: 39. (2) Reactant: C[Si]([N-][Si](C)(C)C)(C)C.[K+].[C:11]([O:15][C:16]([N:18]1[C@H:22]([CH:23]=O)[CH2:21][CH2:20][C@H:19]1[C:25]([O:27][C:28]([CH3:31])([CH3:30])[CH3:29])=[O:26])=[O:17])([CH3:14])([CH3:13])[CH3:12].[C@H:32](O)(C([O-])=O)[C@@H](O)C([O-])=O.[Na+].[K+].O. Product: [C:11]([O:15][C:16]([N:18]1[C@H:22]([CH:23]=[CH2:32])[CH2:21][CH2:20][C@H:19]1[C:25]([O:27][C:28]([CH3:31])([CH3:30])[CH3:29])=[O:26])=[O:17])([CH3:14])([CH3:13])[CH3:12]. The catalyst class is: 247. (3) Reactant: [O:1]=[C:2]([CH3:6])[CH2:3][C:4]#[N:5].[CH:7](=O)[C:8]1[CH:13]=[CH:12][CH:11]=[CH:10][CH:9]=1.N1CCCCC1.C(O)(=O)C. Product: [CH:7](=[C:3]([C:2](=[O:1])[CH3:6])[C:4]#[N:5])[C:8]1[CH:13]=[CH:12][CH:11]=[CH:10][CH:9]=1. The catalyst class is: 11. (4) Reactant: [CH3:1][C:2]([CH3:32])([CH3:31])[C:3]#[C:4][C:5]1[S:9][C:8]([C:10]([OH:12])=[O:11])=[C:7]([N:13]([CH2:23][CH2:24][P:25]([O:28]CC)([CH3:27])=[O:26])[C:14]([CH:16]2[CH2:21][CH2:20][CH:19]([CH3:22])[CH2:18][CH2:17]2)=[O:15])[CH:6]=1.[Si](I)(C)(C)C.N1C(C)=CC=CC=1C. Product: [CH3:31][C:2]([CH3:1])([CH3:32])[C:3]#[C:4][C:5]1[S:9][C:8]([C:10]([OH:12])=[O:11])=[C:7]([N:13]([CH2:23][CH2:24][P:25]([OH:28])([CH3:27])=[O:26])[C:14]([CH:16]2[CH2:17][CH2:18][CH:19]([CH3:22])[CH2:20][CH2:21]2)=[O:15])[CH:6]=1. The catalyst class is: 10. (5) Reactant: [CH2:1]([S:3]([NH:6][C@@H:7]([C:15]([OH:17])=O)[CH2:8][C:9]1[CH:14]=[CH:13][CH:12]=[CH:11][CH:10]=1)(=[O:5])=[O:4])[CH3:2].[NH:18]1[CH2:32][CH2:31][CH2:30][C@H:19]1[C:20]([O:22][CH2:23][C:24]1[CH:29]=[CH:28][CH:27]=[CH:26][CH:25]=1)=[O:21].Cl.C1C=CC2N(O)N=NC=2C=1.C(N(CC)C(C)C)(C)C.Cl.CN(C)CCCN=C=NCC. Product: [CH2:1]([S:3]([NH:6][C@@H:7]([C:15]([N:18]1[CH2:32][CH2:31][CH2:30][C@H:19]1[C:20]([O:22][CH2:23][C:24]1[CH:25]=[CH:26][CH:27]=[CH:28][CH:29]=1)=[O:21])=[O:17])[CH2:8][C:9]1[CH:10]=[CH:11][CH:12]=[CH:13][CH:14]=1)(=[O:4])=[O:5])[CH3:2]. The catalyst class is: 1. (6) Reactant: CN(C)[CH:3]=[O:4].P(Cl)(Cl)(Cl)=O.[C:11]1([N:17]2[CH2:22][CH2:21][CH2:20][CH2:19][CH2:18]2)[CH:16]=[CH:15][CH:14]=[CH:13][CH:12]=1. Product: [N:17]1([C:11]2[CH:16]=[CH:15][C:14]([CH:3]=[O:4])=[CH:13][CH:12]=2)[CH2:22][CH2:21][CH2:20][CH2:19][CH2:18]1. The catalyst class is: 26.